Regression. Given two drug SMILES strings and cell line genomic features, predict the synergy score measuring deviation from expected non-interaction effect. From a dataset of Merck oncology drug combination screen with 23,052 pairs across 39 cell lines. (1) Drug 1: Nc1ccn(C2OC(CO)C(O)C2(F)F)c(=O)n1. Drug 2: Cn1c(=O)n(-c2ccc(C(C)(C)C#N)cc2)c2c3cc(-c4cnc5ccccc5c4)ccc3ncc21. Cell line: A375. Synergy scores: synergy=-4.51. (2) Drug 1: CS(=O)(=O)CCNCc1ccc(-c2ccc3ncnc(Nc4ccc(OCc5cccc(F)c5)c(Cl)c4)c3c2)o1. Drug 2: NC1(c2ccc(-c3nc4ccn5c(=O)[nH]nc5c4cc3-c3ccccc3)cc2)CCC1. Cell line: PA1. Synergy scores: synergy=33.8. (3) Drug 1: N#Cc1ccc(Cn2cncc2CN2CCN(c3cccc(Cl)c3)C(=O)C2)cc1. Drug 2: CC1(c2nc3c(C(N)=O)cccc3[nH]2)CCCN1. Cell line: VCAP. Synergy scores: synergy=10.1. (4) Drug 1: COC1=C2CC(C)CC(OC)C(O)C(C)C=C(C)C(OC(N)=O)C(OC)C=CC=C(C)C(=O)NC(=CC1=O)C2=O. Drug 2: CCC1(O)C(=O)OCc2c1cc1n(c2=O)Cc2cc3c(CN(C)C)c(O)ccc3nc2-1. Cell line: A2058. Synergy scores: synergy=22.4.